Dataset: Catalyst prediction with 721,799 reactions and 888 catalyst types from USPTO. Task: Predict which catalyst facilitates the given reaction. (1) Reactant: [CH2:1]([O:8][C:9]([NH:11][C:12]1[C:13]([C:29](O)=[O:30])=[N:14][C:15]2[C:20]([CH:21]=1)=[CH:19][CH:18]=[C:17]([N:22]1[CH2:27][CH2:26][N:25]([CH3:28])[CH2:24][CH2:23]1)[CH:16]=2)=[O:10])[C:2]1[CH:7]=[CH:6][CH:5]=[CH:4][CH:3]=1.[NH2:32][C:33]1[CH:34]=[N:35][CH:36]=[CH:37][C:38]=1[N:39]1[CH2:44][C@H:43]([CH3:45])[CH2:42][C@H:41]([NH:46][C:47](=[O:53])[O:48][C:49]([CH3:52])([CH3:51])[CH3:50])[CH2:40]1.CN(C(ON1N=NC2C=CC=NC1=2)=[N+](C)C)C.F[P-](F)(F)(F)(F)F.CCN(C(C)C)C(C)C. Product: [CH2:1]([O:8][C:9](=[O:10])[NH:11][C:12]1[C:13]([C:29]([NH:32][C:33]2[CH:34]=[N:35][CH:36]=[CH:37][C:38]=2[N:39]2[CH2:44][C@H:43]([CH3:45])[CH2:42][C@H:41]([NH:46][C:47]([O:48][C:49]([CH3:50])([CH3:52])[CH3:51])=[O:53])[CH2:40]2)=[O:30])=[N:14][C:15]2[C:20]([CH:21]=1)=[CH:19][CH:18]=[C:17]([N:22]1[CH2:23][CH2:24][N:25]([CH3:28])[CH2:26][CH2:27]1)[CH:16]=2)[C:2]1[CH:7]=[CH:6][CH:5]=[CH:4][CH:3]=1. The catalyst class is: 3. (2) Reactant: [Cl:1][C:2]1[CH:3]=[C:4]([C:8]([OH:10])=[O:9])[S:5][C:6]=1Cl.[Li+].C[Si]([N-][Si](C)(C)C)(C)C.C([Li])(C)(C)C.[CH:26](=[O:29])[CH2:27][CH3:28].Cl. Product: [Cl:1][C:2]1[CH:3]=[C:4]([C:8]([OH:10])=[O:9])[S:5][C:6]=1[CH:26]([OH:29])[CH2:27][CH3:28]. The catalyst class is: 1. (3) Reactant: [OH:1][CH2:2][CH2:3][N:4](C)[C:5](=O)OC(C)(C)C.[F:13][C:14]([F:26])([F:25])[O:15][C:16]1[CH:24]=[CH:23][C:19]([C:20]([Cl:22])=[O:21])=[CH:18][CH:17]=1.N1C=CC=CC=1. Product: [ClH:22].[F:13][C:14]([F:26])([F:25])[O:15][C:16]1[CH:24]=[CH:23][C:19]([C:20]([O:1][CH2:2][CH2:3][NH:4][CH3:5])=[O:21])=[CH:18][CH:17]=1. The catalyst class is: 13.